Dataset: Full USPTO retrosynthesis dataset with 1.9M reactions from patents (1976-2016). Task: Predict the reactants needed to synthesize the given product. (1) Given the product [NH2:1][C:2]1[N:3]=[C:4]([NH:28][CH2:29][CH2:30][C:31]2[CH:36]=[CH:35][C:34]([O:26][C:24](=[O:25])[C:20]3[CH:21]=[CH:22][CH:23]=[C:18]([Cl:17])[CH:19]=3)=[CH:33][CH:32]=2)[C:5]([C:13]#[N:14])=[C:6]([C:8]2[O:9][CH:10]=[CH:11][CH:12]=2)[N:7]=1, predict the reactants needed to synthesize it. The reactants are: [NH2:1][C:2]1[N:7]=[C:6]([C:8]2[O:9][CH:10]=[CH:11][CH:12]=2)[C:5]([C:13]#[N:14])=[C:4](SC)[N:3]=1.[Cl:17][C:18]1[CH:23]=[CH:22][CH:21]=[C:20]([C:24]([O:26]O)=[O:25])[CH:19]=1.[NH2:28][CH2:29][CH2:30][C:31]1[CH:36]=[CH:35][C:34](O)=[CH:33][CH:32]=1.C1CCN2C(=NCCC2)CC1. (2) Given the product [C:25]1([C:53]2[CH:58]=[CH:57][CH:56]=[CH:55][CH:54]=2)[CH:26]=[CH:27][C:28]([NH:31][C:32]([C:33]2[CH:38]=[CH:37][C:36]([O:11][CH2:10][CH2:9][CH2:8][NH:7][C:6](=[O:12])[O:5][C:1]([CH3:4])([CH3:2])[CH3:3])=[C:35]([NH:40][C:41]([C:43]3([N:46]4[CH2:51][CH2:50][O:49][CH2:48][CH2:47]4)[CH2:45][CH2:44]3)=[O:42])[CH:34]=2)=[O:52])=[CH:29][CH:30]=1, predict the reactants needed to synthesize it. The reactants are: [C:1]([O:5][C:6](=[O:12])[NH:7][CH2:8][CH2:9][CH2:10][OH:11])([CH3:4])([CH3:3])[CH3:2].C(N(CC)CC)C.CS(Cl)(=O)=O.[C:25]1([C:53]2[CH:58]=[CH:57][CH:56]=[CH:55][CH:54]=2)[CH:30]=[CH:29][C:28]([NH:31][C:32](=[O:52])[C:33]2[CH:38]=[CH:37][C:36](O)=[C:35]([NH:40][C:41]([C:43]3([N:46]4[CH2:51][CH2:50][O:49][CH2:48][CH2:47]4)[CH2:45][CH2:44]3)=[O:42])[CH:34]=2)=[CH:27][CH:26]=1.C(=O)([O-])[O-].[Cs+].[Cs+]. (3) Given the product [CH2:9]([O:6][CH2:1][CH2:2][CH2:3][C:4]#[CH:5])[C:10]1[CH:15]=[CH:14][CH:13]=[CH:12][CH:11]=1, predict the reactants needed to synthesize it. The reactants are: [CH2:1]([OH:6])[CH2:2][CH2:3][C:4]#[CH:5].[H-].[Na+].[CH2:9](Br)[C:10]1[CH:15]=[CH:14][CH:13]=[CH:12][CH:11]=1.Cl. (4) Given the product [C:7]([CH:9]([C:24](=[S:25])[NH:23][C:20]1[CH:21]=[CH:22][C:17]([O:16][C:15]2[CH:27]=[C:28]([Cl:31])[CH:29]=[CH:30][C:14]=2[Cl:13])=[C:18]([F:26])[CH:19]=1)[C:10]([NH2:12])=[O:11])#[N:8], predict the reactants needed to synthesize it. The reactants are: CC(C)([O-])C.[K+].[C:7]([CH2:9][C:10]([NH2:12])=[O:11])#[N:8].[Cl:13][C:14]1[CH:30]=[CH:29][C:28]([Cl:31])=[CH:27][C:15]=1[O:16][C:17]1[CH:22]=[CH:21][C:20]([N:23]=[C:24]=[S:25])=[CH:19][C:18]=1[F:26].Cl.